Dataset: Forward reaction prediction with 1.9M reactions from USPTO patents (1976-2016). Task: Predict the product of the given reaction. (1) Given the reactants C(OC(=O)[NH:10][CH2:11][CH:12]1[CH2:17][CH2:16][CH:15]([C:18]2[NH:19][CH:20]=[C:21]([C:23]3[CH:28]=[CH:27][CH:26]=[C:25]([C:29]([F:32])([F:31])[F:30])[CH:24]=3)[N:22]=2)[CH2:14][CH2:13]1)C1C=CC=CC=1.[H][H], predict the reaction product. The product is: [F:32][C:29]([F:30])([F:31])[C:25]1[CH:24]=[C:23]([C:21]2[N:22]=[C:18]([CH:15]3[CH2:14][CH2:13][CH:12]([CH2:11][NH2:10])[CH2:17][CH2:16]3)[NH:19][CH:20]=2)[CH:28]=[CH:27][CH:26]=1. (2) Given the reactants [CH:1]1([NH:4][C:5](=[O:16])[C:6]2[CH:11]=[CH:10][C:9]([CH3:12])=[C:8]([N+:13]([O-:15])=[O:14])[CH:7]=2)[CH2:3][CH2:2]1.C[Si]([N-][Si](C)(C)C)(C)C.[Li+].[C:27](Cl)(=[O:31])[O:28][CH2:29][Cl:30], predict the reaction product. The product is: [CH:1]1([N:4]([C:5](=[O:16])[C:6]2[CH:11]=[CH:10][C:9]([CH3:12])=[C:8]([N+:13]([O-:15])=[O:14])[CH:7]=2)[C:27](=[O:31])[O:28][CH2:29][Cl:30])[CH2:3][CH2:2]1. (3) Given the reactants [CH:1]1([CH2:4][C:5]([F:25])([F:24])[CH2:6][C@H:7]([NH:11][C@@H:12]([C:17]2[CH:22]=[CH:21][C:20]([F:23])=[CH:19][CH:18]=2)[C:13]([F:16])([F:15])[F:14])[C:8]([OH:10])=O)[CH2:3][CH2:2]1.C1C=CC2N(O)N=NC=2C=1.CCN=C=NCCCN(C)C.Cl.Cl.[NH2:49][C@@H:50]([CH2:59][CH3:60])[CH:51]([OH:58])[C:52]([NH:54][CH:55]1[CH2:57][CH2:56]1)=[O:53].CN1CCOCC1, predict the reaction product. The product is: [CH:1]1([CH2:4][C:5]([F:25])([F:24])[CH2:6][C@H:7]([NH:11][C@@H:12]([C:17]2[CH:22]=[CH:21][C:20]([F:23])=[CH:19][CH:18]=2)[C:13]([F:15])([F:14])[F:16])[C:8]([NH:49][C@@H:50]([CH2:59][CH3:60])[CH:51]([OH:58])[C:52]([NH:54][CH:55]2[CH2:56][CH2:57]2)=[O:53])=[O:10])[CH2:2][CH2:3]1. (4) Given the reactants Br[C:2]1[C:3](=[O:10])[N:4]([CH3:9])[CH:5]=[C:6]([Br:8])[CH:7]=1.[NH2:11][C:12]1[CH:21]=[CH:20][C:15]([C:16]([O:18][CH3:19])=[O:17])=[CH:14][N:13]=1.C(=O)([O-])[O-].[Cs+].[Cs+].CC1(C)C2C(=C(P(C3C=CC=CC=3)C3C=CC=CC=3)C=CC=2)OC2C(P(C3C=CC=CC=3)C3C=CC=CC=3)=CC=CC1=2, predict the reaction product. The product is: [Br:8][C:6]1[CH:7]=[C:2]([NH:11][C:12]2[CH:21]=[CH:20][C:15]([C:16]([O:18][CH3:19])=[O:17])=[CH:14][N:13]=2)[C:3](=[O:10])[N:4]([CH3:9])[CH:5]=1. (5) Given the reactants C(OC(=O)[NH:7][C:8]1[CH:13]=[C:12]([O:14][CH2:15][CH2:16][O:17][CH3:18])[C:11]([C:19]([F:22])([F:21])[F:20])=[CH:10][C:9]=1[NH:23][C:24](=[O:41])[CH2:25][C:26]([C:28]1[CH:33]=[CH:32][CH:31]=[C:30]([C:34]2[CH:39]=[CH:38][N:37]=[C:36]([CH3:40])[CH:35]=2)[CH:29]=1)=O)(C)(C)C.C(O)(C(F)(F)F)=O, predict the reaction product. The product is: [CH3:18][O:17][CH2:16][CH2:15][O:14][C:12]1[C:11]([C:19]([F:22])([F:21])[F:20])=[CH:10][C:9]2[NH:23][C:24](=[O:41])[CH2:25][C:26]([C:28]3[CH:33]=[CH:32][CH:31]=[C:30]([C:34]4[CH:39]=[CH:38][N:37]=[C:36]([CH3:40])[CH:35]=4)[CH:29]=3)=[N:7][C:8]=2[CH:13]=1. (6) Given the reactants S([O:11][C:12]1[CH:13]=[N:14][C:15]([CH2:18][O:19]C(=O)C)=[CH:16][CH:17]=1)(C1C=CC(C)=CC=1)(=O)=O.[OH-].[Na+].Cl, predict the reaction product. The product is: [OH:11][C:12]1[CH:17]=[CH:16][C:15]([CH2:18][OH:19])=[N:14][CH:13]=1.